The task is: Predict the product of the given reaction.. This data is from Forward reaction prediction with 1.9M reactions from USPTO patents (1976-2016). (1) Given the reactants NC(N)=O.[Br:5][C:6]1[CH:10]=[N:9][N:8]([CH3:11])[C:7]=1[C:12]1[CH:13]=[C:14]([NH2:20])[CH:15]=[CH:16][C:17]=1[O:18][CH3:19].[Cl:21][C:22]1[CH:27]=[CH:26][C:25]([N:28]=[C:29]=[O:30])=[C:24]([C:31]([F:34])([F:33])[F:32])[CH:23]=1, predict the reaction product. The product is: [Br:5][C:6]1[CH:10]=[N:9][N:8]([CH3:11])[C:7]=1[C:12]1[CH:13]=[C:14]([NH:20][C:29]([NH:28][C:25]2[CH:26]=[CH:27][C:22]([Cl:21])=[CH:23][C:24]=2[C:31]([F:33])([F:32])[F:34])=[O:30])[CH:15]=[CH:16][C:17]=1[O:18][CH3:19]. (2) Given the reactants [NH2:1][C:2]1[C:3]2[C:10]([C:11]3[CH:16]=[CH:15][CH:14]=[C:13]([O:17][CH2:18][CH:19]4[CH2:23][CH2:22][C:21]([CH3:25])([CH3:24])[O:20]4)[CH:12]=3)=[CH:9][N:8]([C@H:26]3[CH2:29][C@H:28]([CH2:30]O)[CH2:27]3)[C:4]=2[N:5]=[CH:6][N:7]=1.[NH:32]1[CH2:39][CH2:38][CH2:37][C@@H:33]1[C:34]([NH2:36])=[O:35], predict the reaction product. The product is: [NH2:1][C:2]1[C:3]2[C:10]([C:11]3[CH:16]=[CH:15][CH:14]=[C:13]([O:17][CH2:18][CH:19]4[CH2:23][CH2:22][C:21]([CH3:25])([CH3:24])[O:20]4)[CH:12]=3)=[CH:9][N:8]([C@H:26]3[CH2:27][C@H:28]([CH2:30][N:32]4[CH2:39][CH2:38][CH2:37][C@@H:33]4[C:34]([NH2:36])=[O:35])[CH2:29]3)[C:4]=2[N:5]=[CH:6][N:7]=1. (3) Given the reactants [OH:1][C:2]1[CH:7]=[C:6](OC(C(OCC)=O)(C)C)[CH:5]=[CH:4][C:3]=1[C:17](=[O:19])[CH3:18].[Cl-:20].[Al+3].[Cl-].[Cl-], predict the reaction product. The product is: [Cl:20][C:6]1[CH:5]=[CH:4][C:3]([C:17](=[O:19])[CH3:18])=[C:2]([OH:1])[CH:7]=1. (4) Given the reactants C(Cl)(=O)C(Cl)=O.CS(C)=O.[N:11]1([C@H:17]2[CH2:22][CH2:21][CH2:20][CH2:19][C@@H:18]2[OH:23])[CH2:16][CH2:15][O:14][CH2:13][CH2:12]1.C(N(CC)CC)C, predict the reaction product. The product is: [N:11]1([CH:17]2[CH2:22][CH2:21][CH2:20][CH2:19][C:18]2=[O:23])[CH2:12][CH2:13][O:14][CH2:15][CH2:16]1. (5) Given the reactants Br[C:2]1[CH:7]=[CH:6][C:5]([NH:8][C@H:9]2[CH2:17][N:16]3[C@@H:11]([CH2:12][O:13][CH2:14][CH2:15]3)[CH2:10]2)=[C:4]([N+:18]([O-:20])=[O:19])[CH:3]=1.[F:21][C:22]1[CH:23]=[CH:24][C:25]2=[C:26]([CH:46]=1)[O:27][CH2:28][C:29]1[CH:45]=[CH:44][CH:43]=[CH:42][C:30]=1/[C:31]/2=[CH:32]\B1OC(C)(C)C(C)(C)O1.C1(P(C2C=CC=CC=2)C2C=CC=CC=2)C=CC=CC=1.C[O-].[Na+], predict the reaction product. The product is: [F:21][C:22]1[CH:23]=[CH:24][C:25]2=[C:26]([CH:46]=1)[O:27][CH2:28][C:29]1[CH:45]=[CH:44][CH:43]=[CH:42][C:30]=1/[C:31]/2=[CH:32]\[C:2]1[CH:7]=[CH:6][C:5]([NH:8][C@H:9]2[CH2:17][N:16]3[C@@H:11]([CH2:12][O:13][CH2:14][CH2:15]3)[CH2:10]2)=[C:4]([N+:18]([O-:20])=[O:19])[CH:3]=1. (6) Given the reactants [C:1]([CH2:3][CH2:4][C:5]1[CH:10]=[CH:9][C:8]([NH:11][C:12]([C:14]2[C:18]([CH3:19])=[C:17]([NH:20][C:21](=[O:29])[C:22]3[CH:27]=[CH:26][CH:25]=[CH:24][C:23]=3[F:28])[N:16]([C:30]([CH3:33])([CH3:32])[CH3:31])[N:15]=2)=[O:13])=[CH:7][CH:6]=1)#[N:2].[CH2:34](N)[CH2:35][NH2:36], predict the reaction product. The product is: [NH:2]1[CH2:34][CH2:35][N:36]=[C:1]1[CH2:3][CH2:4][C:5]1[CH:6]=[CH:7][C:8]([NH:11][C:12]([C:14]2[C:18]([CH3:19])=[C:17]([NH:20][C:21](=[O:29])[C:22]3[CH:27]=[CH:26][CH:25]=[CH:24][C:23]=3[F:28])[N:16]([C:30]([CH3:33])([CH3:32])[CH3:31])[N:15]=2)=[O:13])=[CH:9][CH:10]=1.